Dataset: Oral bioavailability binary classification data from Ma et al.. Task: Regression/Classification. Given a drug SMILES string, predict its absorption, distribution, metabolism, or excretion properties. Task type varies by dataset: regression for continuous measurements (e.g., permeability, clearance, half-life) or binary classification for categorical outcomes (e.g., BBB penetration, CYP inhibition). Dataset: bioavailability_ma. The drug is Fc1ccc([C@@H]2CCNC[C@H]2COc2ccc3c(c2)OCO3)cc1. The result is 1 (high bioavailability).